Dataset: Peptide-MHC class I binding affinity with 185,985 pairs from IEDB/IMGT. Task: Regression. Given a peptide amino acid sequence and an MHC pseudo amino acid sequence, predict their binding affinity value. This is MHC class I binding data. (1) The peptide sequence is FFGYFASHF. The MHC is HLA-A26:01 with pseudo-sequence HLA-A26:01. The binding affinity (normalized) is 0.193. (2) The peptide sequence is GPSVASRAL. The MHC is HLA-A29:02 with pseudo-sequence HLA-A29:02. The binding affinity (normalized) is 0.213. (3) The binding affinity (normalized) is 0.495. The MHC is HLA-A68:01 with pseudo-sequence HLA-A68:01. The peptide sequence is NTVVRDFENY. (4) The peptide sequence is VTTQRQSVY. The MHC is HLA-B15:01 with pseudo-sequence HLA-B15:01. The binding affinity (normalized) is 0.539. (5) The peptide sequence is VFDSKLISEK. The MHC is HLA-A68:01 with pseudo-sequence HLA-A68:01. The binding affinity (normalized) is 0.563. (6) The peptide sequence is TTHFQRALI. The MHC is HLA-A68:02 with pseudo-sequence HLA-A68:02. The binding affinity (normalized) is 0.976. (7) The peptide sequence is REMGIVDLL. The MHC is HLA-B08:01 with pseudo-sequence HLA-B08:01. The binding affinity (normalized) is 0.0847. (8) The peptide sequence is HYGTEGQEF. The MHC is HLA-A24:03 with pseudo-sequence HLA-A24:03. The binding affinity (normalized) is 0.898. (9) The peptide sequence is VLYRYGSFSV. The MHC is HLA-A02:01 with pseudo-sequence HLA-A02:01. The binding affinity (normalized) is 0.762.